From a dataset of Reaction yield outcomes from USPTO patents with 853,638 reactions. Predict the reaction yield, written as a fraction of the theoretical maximum amount of product (1.0 means a 100% yield; for example, 0.34 means a 34% yield). (1) The reactants are Br[C:2]1[CH:3]=[C:4]2[C:10]([C:11]3[C:12]([CH3:25])=[N:13][N:14]([CH2:17][C:18]4[CH:23]=[CH:22][CH:21]=[C:20]([F:24])[CH:19]=4)[C:15]=3[CH3:16])=[CH:9][N:8]([S:26]([C:29]3[CH:35]=[CH:34][C:32]([CH3:33])=[CH:31][CH:30]=3)(=[O:28])=[O:27])[C:5]2=[N:6][CH:7]=1.CC1(C)C(C)(C)OB([C:44]2[CH:49]=[CH:48][C:47]([C:50]3[CH:55]=[CH:54][N:53]=[CH:52][CH:51]=3)=[CH:46][CH:45]=2)O1.C(=O)([O-])[O-].[Na+].[Na+]. The catalyst is C1(C)C=CC=CC=1.C(O)C.O. The product is [F:24][C:20]1[CH:19]=[C:18]([CH:23]=[CH:22][CH:21]=1)[CH2:17][N:14]1[C:15]([CH3:16])=[C:11]([C:10]2[C:4]3[C:5](=[N:6][CH:7]=[C:2]([C:44]4[CH:45]=[CH:46][C:47]([C:50]5[CH:51]=[CH:52][N:53]=[CH:54][CH:55]=5)=[CH:48][CH:49]=4)[CH:3]=3)[N:8]([S:26]([C:29]3[CH:30]=[CH:31][C:32]([CH3:33])=[CH:34][CH:35]=3)(=[O:28])=[O:27])[CH:9]=2)[C:12]([CH3:25])=[N:13]1. The yield is 0.705. (2) The reactants are [C:1]([O:5][C:6]([N:8]1[CH2:13][C@H:12]([CH2:14][N:15]2[CH2:23][C:22]3[C:17](=[CH:18][CH:19]=[C:20](Br)[CH:21]=3)[C:16]2=[O:25])[N:11]([CH2:26][C:27]2[CH:32]=[CH:31][CH:30]=[CH:29][CH:28]=2)[CH2:10][C@H:9]1[CH3:33])=[O:7])([CH3:4])([CH3:3])[CH3:2].[OH-:34].[K+].C(P(C(C)(C)C)C1C(C)=C(C)C(C)=C(C)C=1C1C(C(C)C)=CC(C(C)C)=CC=1C(C)C)(C)(C)C.O. The catalyst is O1CCOCC1.O.C1C=CC(/C=C/C(/C=C/C2C=CC=CC=2)=O)=CC=1.C1C=CC(/C=C/C(/C=C/C2C=CC=CC=2)=O)=CC=1.C1C=CC(/C=C/C(/C=C/C2C=CC=CC=2)=O)=CC=1.[Pd].[Pd]. The product is [C:1]([O:5][C:6]([N:8]1[CH2:13][C@H:12]([CH2:14][N:15]2[CH2:23][C:22]3[C:17](=[CH:18][CH:19]=[C:20]([OH:34])[CH:21]=3)[C:16]2=[O:25])[N:11]([CH2:26][C:27]2[CH:32]=[CH:31][CH:30]=[CH:29][CH:28]=2)[CH2:10][C@H:9]1[CH3:33])=[O:7])([CH3:4])([CH3:3])[CH3:2]. The yield is 0.760. (3) The reactants are [NH2:1][CH2:2][C:3]1[CH:4]=[CH:5][C:6]([CH2:11][N:12]([CH2:23][C:24]2[C:29]([CH3:30])=[CH:28][C:27]([CH3:31])=[CH:26][N:25]=2)[CH:13]2[C:22]3[N:21]=[CH:20][CH:19]=[CH:18][C:17]=3[CH2:16][CH2:15][CH2:14]2)=[C:7]([CH2:9][OH:10])[CH:8]=1.[C:32]1([C@H:38]([CH2:42][CH3:43])[C:39](O)=[O:40])[CH:37]=[CH:36][CH:35]=[CH:34][CH:33]=1.CCN=C=NCCCN(C)C.C1C=CC2N(O)N=NC=2C=1.CCN(C(C)C)C(C)C. The catalyst is C(Cl)Cl. The product is [CH3:30][C:29]1[C:24]([CH2:23][N:12]([CH2:11][C:6]2[CH:5]=[CH:4][C:3]([CH2:2][NH:1][C:39](=[O:40])[CH:38]([C:32]3[CH:37]=[CH:36][CH:35]=[CH:34][CH:33]=3)[CH2:42][CH3:43])=[CH:8][C:7]=2[CH2:9][OH:10])[CH:13]2[C:22]3[N:21]=[CH:20][CH:19]=[CH:18][C:17]=3[CH2:16][CH2:15][CH2:14]2)=[N:25][CH:26]=[C:27]([CH3:31])[CH:28]=1. The yield is 0.530. (4) The reactants are C([N:8](CC1C=CC=CC=1)[CH2:9][C:10]([F:17])([F:16])[C:11]([O:13]CC)=[O:12])C1C=CC=CC=1.Cl.[CH3:26][CH2:27]O. The catalyst is [OH-].[OH-].[Pd+2]. The product is [CH2:26]([CH:9]([NH2:8])[C:10]([F:16])([F:17])[C:11]([OH:13])=[O:12])[CH3:27]. The yield is 1.00. (5) The reactants are C([O-])([O-])=O.[Cs+].[Cs+].[F:7][C:8]([F:24])([F:23])[CH:9]([C:11]1[CH:16]=[CH:15][CH:14]=[CH:13][C:12]=1[C:17]1[CH:18]=[N:19][CH:20]=[N:21][CH:22]=1)[OH:10].[NH2:25][C:26]1[N:31]=[C:30](Cl)[CH:29]=[C:28]([Cl:33])[N:27]=1.O. The catalyst is C1COCC1.C(OCC)(=O)C. The product is [Cl:33][C:28]1[CH:29]=[C:30]([O:10][CH:9]([C:11]2[CH:16]=[CH:15][CH:14]=[CH:13][C:12]=2[C:17]2[CH:22]=[N:21][CH:20]=[N:19][CH:18]=2)[C:8]([F:7])([F:23])[F:24])[N:31]=[C:26]([NH2:25])[N:27]=1. The yield is 0.920. (6) The product is [CH3:33][O:32][C:29]1[CH:28]=[CH:27][C:26]([N:25]2[C:24](=[O:34])[C:23]3[C:18](=[CH:19][CH:20]=[CH:21][CH:22]=3)[NH:17][C:16]32[CH2:15][CH2:14][CH:13]([NH:12][C:5]2[CH:11]=[CH:10][CH:8]=[CH:7][CH:6]=2)[CH2:36][CH2:35]3)=[CH:31][CH:30]=1. The reactants are S([C:5]1[CH:11]=[CH:10][C:8](C)=[CH:7][CH:6]=1)(O)(=O)=O.[NH2:12][CH:13]1[CH2:36][CH2:35][C:16]2([N:25]([C:26]3[CH:31]=[CH:30][C:29]([O:32][CH3:33])=[CH:28][CH:27]=3)[C:24](=[O:34])[C:23]3[C:18](=[CH:19][CH:20]=[CH:21][CH:22]=3)[NH:17]2)[CH2:15][CH2:14]1.IC1C=CC=CC=1.CC(C1C=C(C(C)C)C(C2C=CC=CC=2P(C2CCCCC2)C2CCCCC2)=C(C(C)C)C=1)C.C(=O)([O-])[O-].[Cs+].[Cs+]. The yield is 0.100. The catalyst is O.C(OCC)(=O)C.O1CCOCC1.